From a dataset of Full USPTO retrosynthesis dataset with 1.9M reactions from patents (1976-2016). Predict the reactants needed to synthesize the given product. (1) Given the product [O:73]=[C:74]1[CH:78]=[CH:77][C:76](=[O:79])[N:1]1[CH2:2][CH2:3][CH2:4][CH2:5][CH2:6][CH2:7][N:8]([CH3:67])[C@H:9]([C:13]([NH:15][C@H:16]([C:20]([N:22]([C@@H:24]([C@@H:63]([CH3:66])[CH2:64][CH3:65])[C@H:25]([O:61][CH3:62])[CH2:26][C:27]([N:29]1[CH2:33][CH2:32][CH2:31][C@H:30]1[C@H:34]([O:59][CH3:60])[C@@H:35]([CH3:58])[C:36](=[O:57])[NH:37][C@H:38]([C:46]1[O:47][C:48]([C:51]2[CH:56]=[CH:55][CH:54]=[CH:53][CH:52]=2)=[N:49][N:50]=1)[CH2:39][C:40]1[CH:45]=[CH:44][CH:43]=[CH:42][CH:41]=1)=[O:28])[CH3:23])=[O:21])[CH:17]([CH3:19])[CH3:18])=[O:14])[CH:10]([CH3:11])[CH3:12], predict the reactants needed to synthesize it. The reactants are: [NH2:1][CH2:2][CH2:3][CH2:4][CH2:5][CH2:6][CH2:7][N:8]([CH3:67])[C@H:9]([C:13]([NH:15][C@H:16]([C:20]([N:22]([C@@H:24]([C@@H:63]([CH3:66])[CH2:64][CH3:65])[C@H:25]([O:61][CH3:62])[CH2:26][C:27]([N:29]1[CH2:33][CH2:32][CH2:31][C@H:30]1[C@H:34]([O:59][CH3:60])[C@@H:35]([CH3:58])[C:36](=[O:57])[NH:37][C@H:38]([C:46]1[O:47][C:48]([C:51]2[CH:56]=[CH:55][CH:54]=[CH:53][CH:52]=2)=[N:49][N:50]=1)[CH2:39][C:40]1[CH:45]=[CH:44][CH:43]=[CH:42][CH:41]=1)=[O:28])[CH3:23])=[O:21])[CH:17]([CH3:19])[CH3:18])=[O:14])[CH:10]([CH3:12])[CH3:11].C(=O)([O-])O.[Na+].[O:73]=[C:74]1[CH:78]=[CH:77][C:76](=[O:79])N1C(OC)=O.FC(F)(F)C(O)=O. (2) The reactants are: [NH2:1][C:2]1[C:11]([O:12][CH:13]2[CH2:18][CH2:17][O:16][CH2:15][CH2:14]2)=[CH:10][CH:9]=[CH:8][C:3]=1[C:4]([O:6]C)=O.[O:19]([C:21]#[N:22])[K].C(OCC)(=O)C. Given the product [O:16]1[CH2:17][CH2:18][CH:13]([O:12][C:11]2[CH:10]=[CH:9][CH:8]=[C:3]3[C:2]=2[N:1]=[C:21]([OH:19])[N:22]=[C:4]3[OH:6])[CH2:14][CH2:15]1, predict the reactants needed to synthesize it.